From a dataset of Full USPTO retrosynthesis dataset with 1.9M reactions from patents (1976-2016). Predict the reactants needed to synthesize the given product. (1) Given the product [CH3:9][O:8][C:7]1[CH:6]=[CH:5][C:4]([C:10]2[O:11][C:12]3[CH:18]=[CH:17][C:16]([C:19]4[CH:24]=[CH:23][C:22]([Cl:25])=[C:21]([CH3:26])[CH:20]=4)=[CH:15][C:13]=3[N:14]=2)=[CH:3][C:2]=1[N:1]1[C:36](=[O:37])[C:30]2[C:29](=[CH:28][CH:27]=[C:32]([C:33]([OH:35])=[O:34])[CH:31]=2)[C:39]1=[O:38], predict the reactants needed to synthesize it. The reactants are: [NH2:1][C:2]1[CH:3]=[C:4]([C:10]2[O:11][C:12]3[CH:18]=[CH:17][C:16]([C:19]4[CH:24]=[CH:23][C:22]([Cl:25])=[C:21]([CH3:26])[CH:20]=4)=[CH:15][C:13]=3[N:14]=2)[CH:5]=[CH:6][C:7]=1[O:8][CH3:9].[CH:27]1[C:32]([C:33]([OH:35])=[O:34])=[CH:31][C:30]2[C:36]([O:38][C:39](=O)[C:29]=2[CH:28]=1)=[O:37]. (2) Given the product [Cl:19][C:20]1[CH:27]=[C:26]([O:8][CH2:7][C:6]2[S:5][C:4]([C:9]3[CH:10]=[N:11][C:12]([C:15]([F:18])([F:16])[F:17])=[CH:13][CH:14]=3)=[N:3][C:2]=2[CH3:1])[CH:25]=[CH:24][C:21]=1[C:22]#[N:23], predict the reactants needed to synthesize it. The reactants are: [CH3:1][C:2]1[N:3]=[C:4]([C:9]2[CH:10]=[N:11][C:12]([C:15]([F:18])([F:17])[F:16])=[CH:13][CH:14]=2)[S:5][C:6]=1[CH2:7][OH:8].[Cl:19][C:20]1[CH:27]=[C:26](O)[CH:25]=[CH:24][C:21]=1[C:22]#[N:23].C1(P(C2C=CC=CC=2)C2C=CC=CC=2)C=CC=CC=1.CCOC(/N=N/C(OCC)=O)=O.OO. (3) Given the product [C:26]1([CH:7]([C:1]2[CH:2]=[CH:3][CH:4]=[CH:5][CH:6]=2)[CH2:8][CH2:9][N:10]2[CH2:11][CH2:12][N:13]([C:16]3[CH:24]=[C:23]4[C:19]([CH2:20][N:21]([CH2:37][C:36]5[CH:39]=[CH:40][CH:41]=[C:34]([C:33]([F:32])([F:42])[F:43])[CH:35]=5)[C:22]4=[O:25])=[CH:18][CH:17]=3)[CH2:14][CH2:15]2)[CH:31]=[CH:30][CH:29]=[CH:28][CH:27]=1, predict the reactants needed to synthesize it. The reactants are: [C:1]1([CH:7]([C:26]2[CH:31]=[CH:30][CH:29]=[CH:28][CH:27]=2)[CH2:8][CH2:9][N:10]2[CH2:15][CH2:14][N:13]([C:16]3[CH:24]=[C:23]4[C:19]([CH2:20][NH:21][C:22]4=[O:25])=[CH:18][CH:17]=3)[CH2:12][CH2:11]2)[CH:6]=[CH:5][CH:4]=[CH:3][CH:2]=1.[F:32][C:33]([F:43])([F:42])[C:34]1[CH:35]=[C:36]([CH:39]=[CH:40][CH:41]=1)[CH2:37]Cl. (4) Given the product [Cl:25][C:22]1[CH:23]=[CH:24][C:19]([N:18]2[C:16](=[O:17])[C:15]3[C:14](=[CH:29][CH:28]=[CH:27][CH:26]=3)[N:13]=[C:11]2[C:3]2[CH:2]=[N:1][C:10]3[C:5]([CH:4]=2)=[CH:6][CH:7]=[CH:8][CH:9]=3)=[CH:20][CH:21]=1, predict the reactants needed to synthesize it. The reactants are: [N:1]1[C:10]2[C:5](=[CH:6][CH:7]=[CH:8][CH:9]=2)[CH:4]=[C:3]([CH:11]=O)[CH:2]=1.[NH2:13][C:14]1[CH:29]=[CH:28][CH:27]=[CH:26][C:15]=1[C:16]([NH:18][C:19]1[CH:24]=[CH:23][C:22]([Cl:25])=[CH:21][CH:20]=1)=[O:17]. (5) Given the product [C:15]([C:2]1[CH:10]=[CH:9][C:5]([CH2:6][CH2:7][OH:8])=[CH:4][CH:3]=1)#[CH:16], predict the reactants needed to synthesize it. The reactants are: Br[C:2]1[CH:10]=[CH:9][C:5]([CH2:6][CH2:7][OH:8])=[CH:4][CH:3]=1.C[Si]([C:15]#[CH:16])(C)C.[F-].[K+].C(Cl)Cl. (6) Given the product [NH2:1][C:4]1[CH:5]=[CH:6][C:7](/[C:10](/[CH3:16])=[CH:11]/[C:12]([O:14][CH3:15])=[O:13])=[CH:8][CH:9]=1, predict the reactants needed to synthesize it. The reactants are: [N+:1]([C:4]1[CH:9]=[CH:8][C:7](/[C:10](/[CH3:16])=[CH:11]/[C:12]([O:14][CH3:15])=[O:13])=[CH:6][CH:5]=1)([O-])=O.[Cl-].[NH4+].O.O1CCCC1. (7) Given the product [OH:7][NH:6][C:4](=[O:5])[C@@H:3]([NH:8][C:9](=[O:23])[C:10]1[CH:15]=[CH:14][C:13]([C:16]#[C:17][C:18]#[C:19][CH2:20][CH2:21][OH:22])=[CH:12][CH:11]=1)[C:2]([NH:1][CH2:35][CH2:34][OH:33])([CH3:25])[CH3:24], predict the reactants needed to synthesize it. The reactants are: [NH2:1][C:2]([CH3:25])([CH3:24])[C@H:3]([NH:8][C:9](=[O:23])[C:10]1[CH:15]=[CH:14][C:13]([C:16]#[C:17][C:18]#[C:19][CH2:20][CH2:21][OH:22])=[CH:12][CH:11]=1)[C:4]([NH:6][OH:7])=[O:5].[Si]([O:33][CH2:34][CH:35]=O)(C(C)(C)C)(C)C. (8) Given the product [C:1]([O:5][C:6]([N:8]1[CH2:9][CH2:10][C:11](=[C:14]([C:19]2[CH:20]=[CH:21][CH:22]=[CH:23][CH:24]=2)[C:15]2[O:16][C:34]([C:35]([CH3:46])([CH3:45])[CH3:36])=[N:18][N:17]=2)[CH2:12][CH2:13]1)=[O:7])([CH3:4])([CH3:2])[CH3:3], predict the reactants needed to synthesize it. The reactants are: [C:1]([O:5][C:6]([N:8]1[CH2:13][CH2:12][C:11](=[C:14]([C:19]2[CH:24]=[CH:23][CH:22]=[CH:21][CH:20]=2)[C:15]([NH:17][NH2:18])=[O:16])[CH2:10][CH2:9]1)=[O:7])([CH3:4])([CH3:3])[CH3:2].CCN(C(C)C)C(C)C.[CH3:34][C:35]([CH3:46])([CH3:45])[C:36](O[C:34](=O)[C:35]([CH3:46])([CH3:45])[CH3:36])=O.C1C=CC(P(C2C=CC=CC=2)C2C=CC=CC=2)=CC=1.ClC(Cl)(Cl)C(Cl)(Cl)Cl.